This data is from Full USPTO retrosynthesis dataset with 1.9M reactions from patents (1976-2016). The task is: Predict the reactants needed to synthesize the given product. (1) Given the product [ClH:99].[ClH:99].[ClH:99].[F:98][C:2]([F:1])([F:97])[C:3]1[CH:4]=[C:5]([CH:90]=[C:91]([C:93]([F:94])([F:95])[F:96])[CH:92]=1)[C:6]([N:8]1[CH2:12][C@@:11]([CH2:20][CH2:21][N:22]2[CH2:27][CH2:26][C:25]3([C:35]4[C:30](=[CH:31][CH:32]=[CH:33][CH:34]=4)[CH2:29][C@@H:28]3[O:36][CH2:37][C:38]([N:40]([CH3:89])[CH2:41][CH2:42][CH2:43][N:44]([CH3:88])[C:45]([C:47]3[CH:52]=[CH:51][C:50]([NH:53][CH2:54][CH2:55][CH2:56][CH2:57][CH2:58][C:59]([N:61]([CH3:86])[CH2:62][CH2:63][N:64]4[CH2:65][CH2:66][CH:67]([N:70]([C:74]5[CH:79]=[CH:78][CH:77]=[CH:76][C:75]=5[C:80]5[CH:81]=[CH:82][CH:83]=[CH:84][CH:85]=5)[C:71](=[O:72])[OH:73])[CH2:68][CH2:69]4)=[O:60])=[C:49]([F:87])[CH:48]=3)=[O:46])=[O:39])[CH2:24][CH2:23]2)([C:13]2[CH:14]=[CH:15][C:16]([F:19])=[CH:17][CH:18]=2)[O:10][CH2:9]1)=[O:7], predict the reactants needed to synthesize it. The reactants are: [F:1][C:2]([F:98])([F:97])[C:3]1[CH:4]=[C:5]([CH:90]=[C:91]([C:93]([F:96])([F:95])[F:94])[CH:92]=1)[C:6]([N:8]1[CH2:12][C@@:11]([CH2:20][CH2:21][N:22]2[CH2:27][CH2:26][C:25]3([C:35]4[C:30](=[CH:31][CH:32]=[CH:33][CH:34]=4)[CH2:29][C@@H:28]3[O:36][CH2:37][C:38]([N:40]([CH3:89])[CH2:41][CH2:42][CH2:43][N:44]([CH3:88])[C:45]([C:47]3[CH:52]=[CH:51][C:50]([NH:53][CH2:54][CH2:55][CH2:56][CH2:57][CH2:58][C:59]([N:61]([CH3:86])[CH2:62][CH2:63][N:64]4[CH2:69][CH2:68][CH:67]([N:70]([C:74]5[CH:79]=[CH:78][CH:77]=[CH:76][C:75]=5[C:80]5[CH:85]=[CH:84][CH:83]=[CH:82][CH:81]=5)[C:71](=[O:73])[O-:72])[CH2:66][CH2:65]4)=[O:60])=[C:49]([F:87])[CH:48]=3)=[O:46])=[O:39])[CH2:24][CH2:23]2)([C:13]2[CH:18]=[CH:17][C:16]([F:19])=[CH:15][CH:14]=2)[O:10][CH2:9]1)=[O:7].[ClH:99].O1CCOCC1. (2) Given the product [Br:11][C:12]1[CH:17]=[CH:16][C:15]([O:18][CH2:29][CH2:28][N:25]2[CH2:26][CH2:27][N:22]([CH3:21])[CH2:23][CH2:24]2)=[C:14]([Cl:19])[C:13]=1[Cl:20], predict the reactants needed to synthesize it. The reactants are: BrC1C(O)=C(Cl)C(Cl)=CC=1.[Br:11][C:12]1[CH:17]=[CH:16][C:15]([OH:18])=[C:14]([Cl:19])[C:13]=1[Cl:20].[CH3:21][N:22]1[CH2:27][CH2:26][N:25]([CH2:28][CH2:29]O)[CH2:24][CH2:23]1.C1C=CC(P(C2C=CC=CC=2)C2C=CC=CC=2)=CC=1.N(C(OC(C)(C)C)=O)=NC(OC(C)(C)C)=O. (3) Given the product [Cl:3][CH2:6][C:7]1[CH:8]=[N:9][CH:10]=[C:11]([CH:14]=1)[C:12]#[N:13], predict the reactants needed to synthesize it. The reactants are: S(Cl)([Cl:3])=O.O[CH2:6][C:7]1[CH:8]=[N:9][CH:10]=[C:11]([CH:14]=1)[C:12]#[N:13].C([O-])(O)=O.[Na+]. (4) Given the product [C:17]([C:19]1[CH:20]=[C:21]([C:31]2[CH:30]=[CH:7][CH:8]=[CH:3][C:2]=2[F:1])[C:22]2[O:24][C:23]([C:22]3[CH:26]=[CH:27][C:19]([C:17]([NH:16][CH2:15][CH:12]4[CH2:11][CH2:10][N:9]([C:5]5[N:4]=[C:3]([C:2]([F:29])([F:28])[F:1])[CH:8]=[CH:7][N:6]=5)[CH2:14][CH2:13]4)=[O:18])=[CH:20][CH:21]=3)=[N:37][C:40]=2[CH:27]=1)#[N:16], predict the reactants needed to synthesize it. The reactants are: [F:1][C:2]([F:29])([F:28])[C:3]1[CH:8]=[CH:7][N:6]=[C:5]([N:9]2[CH2:14][CH2:13][CH:12]([CH2:15][NH:16][C:17]([C:19]3[CH:27]=[CH:26][C:22]([C:23](O)=[O:24])=[CH:21][CH:20]=3)=[O:18])[CH2:11][CH2:10]2)[N:4]=1.[C:30](Cl)(=O)[C:31](Cl)=O.C[N:37]([CH3:40])C=O. (5) The reactants are: C(OC(N1CCCCC1[CH2:14][O:15][C:16]1[CH:25]=[C:24]2[C:19]([C:20]([O:26][C:27]3[CH:28]=[C:29]4[C:33](=[CH:34][CH:35]=3)[NH:32][C:31]([CH3:36])=[CH:30]4)=[N:21][CH:22]=[N:23]2)=[CH:18][CH:17]=1)=O)(C)(C)C.[C:37](O)([C:39](F)(F)F)=O. Given the product [CH3:36][C:31]1[NH:32][C:33]2[C:29]([CH:30]=1)=[CH:28][C:27]([O:26][C:20]1[C:19]3[C:24](=[CH:25][C:16]([O:15][CH2:14][CH:39]4[CH2:37][CH2:22][NH:21][CH2:20][CH2:19]4)=[CH:17][CH:18]=3)[N:23]=[CH:22][N:21]=1)=[CH:35][CH:34]=2, predict the reactants needed to synthesize it. (6) Given the product [Cl:15][C:10]1[CH:11]=[CH:12][CH:13]=[CH:14][C:9]=1[C:4]1[C:3]([CH2:2][O:16][C:17]2[C:18]([CH:25]=[O:26])=[CH:19][C:20]([O:23][CH3:24])=[N:21][CH:22]=2)=[CH:8][CH:7]=[CH:6][N:5]=1, predict the reactants needed to synthesize it. The reactants are: Cl[CH2:2][C:3]1[C:4]([C:9]2[CH:14]=[CH:13][CH:12]=[CH:11][C:10]=2[Cl:15])=[N:5][CH:6]=[CH:7][CH:8]=1.[OH:16][C:17]1[C:18]([CH:25]=[O:26])=[CH:19][C:20]([O:23][CH3:24])=[N:21][CH:22]=1.C(=O)([O-])[O-].[K+].[K+]. (7) Given the product [CH2:28]([N:14]([CH2:12][CH3:13])[CH2:15][CH2:16][N:17]([CH3:27])[C:18]([C:20]1[NH:21][C:22]([CH:25]=[C:5]2[C:4]3[C:8](=[CH:9][CH:10]=[C:2]([Br:1])[CH:3]=3)[NH:7][C:6]2=[O:11])=[CH:23][CH:24]=1)=[O:19])[CH3:29], predict the reactants needed to synthesize it. The reactants are: [Br:1][C:2]1[CH:3]=[C:4]2[C:8](=[CH:9][CH:10]=1)[NH:7][C:6](=[O:11])[CH2:5]2.[CH2:12]([N:14]([CH2:28][CH3:29])[CH2:15][CH2:16][N:17]([CH3:27])[C:18]([C:20]1[NH:21][C:22]([CH:25]=O)=[CH:23][CH:24]=1)=[O:19])[CH3:13]. (8) Given the product [CH3:7][O:8][C:9]1[CH:14]=[CH:13][C:12]([NH:15][C:16]2[C:25]3[C:20](=[CH:21][CH:22]=[C:23]([C:26](=[O:29])[NH:27][CH3:28])[CH:24]=3)[N:19]=[CH:18][C:17]=2[C:30]([O:32][CH2:34][C:35]2[O:36][C:37](=[O:41])[O:38][C:39]=2[CH3:40])=[O:31])=[CH:11][CH:10]=1, predict the reactants needed to synthesize it. The reactants are: C(=O)([O-])[O-].[K+].[K+].[CH3:7][O:8][C:9]1[CH:14]=[CH:13][C:12]([NH:15][C:16]2[C:25]3[C:20](=[CH:21][CH:22]=[C:23]([C:26](=[O:29])[NH:27][CH3:28])[CH:24]=3)[N:19]=[CH:18][C:17]=2[C:30]([OH:32])=[O:31])=[CH:11][CH:10]=1.Br[CH2:34][C:35]1[O:36][C:37](=[O:41])[O:38][C:39]=1[CH3:40]. (9) Given the product [CH3:13][CH:5]([CH2:6][C:7]1[CH:12]=[CH:11][CH:10]=[CH:9][N:8]=1)[C:4]([OH:14])=[O:3], predict the reactants needed to synthesize it. The reactants are: C([O:3][C:4](=[O:14])[CH:5]([CH3:13])[CH2:6][C:7]1[CH:12]=[CH:11][CH:10]=[CH:9][N:8]=1)C.O.[OH-].[Li+]. (10) Given the product [CH:24]1([NH:23][C:21](=[O:22])/[C:8](/[C:5]2[CH:4]=[CH:3][C:2]([F:1])=[CH:7][CH:6]=2)=[CH:9]/[C:10]2[CH:15]=[CH:14][C:13]([CH:16]=[CH:17][C:18]([NH:42][CH2:43][CH2:44][CH2:45][CH:46]=[CH:47][C:48]([O:50][CH3:51])=[O:49])=[O:19])=[CH:12][CH:11]=2)[CH2:25][CH2:26]1, predict the reactants needed to synthesize it. The reactants are: [F:1][C:2]1[CH:7]=[CH:6][C:5](/[C:8](/[C:21]([NH:23][CH:24]2[CH2:26][CH2:25]2)=[O:22])=[CH:9]\[C:10]2[CH:15]=[CH:14][C:13]([CH:16]=[CH:17][C:18](O)=[O:19])=[CH:12][CH:11]=2)=[CH:4][CH:3]=1.CN(C=O)C.C1C=CC2N(O)N=NC=2C=1.[NH2:42][CH2:43][CH2:44][CH2:45][CH2:46][CH2:47][C:48]([O:50][CH3:51])=[O:49].C(N(CC)CC)C.